From a dataset of Catalyst prediction with 721,799 reactions and 888 catalyst types from USPTO. Predict which catalyst facilitates the given reaction. Reactant: [F:1][C:2]([F:23])([F:22])[C:3]1[C:4](=[O:21])[CH:5]2[CH2:20][C:8]3([CH2:19][C:18]4[C:14]5[N:15]=[N:16][NH:17][C:13]=5[CH:12]=[CH:11][C:10]=4[C:9]=13)[CH2:7][CH2:6]2. Product: [F:22][C:2]([F:1])([F:23])[C:3]1[C:4](=[O:21])[C@H:5]2[CH2:20][C@:8]3([CH2:19][C:18]4[C:14]5[N:15]=[N:16][NH:17][C:13]=5[CH:12]=[CH:11][C:10]=4[C:9]=13)[CH2:7][CH2:6]2. The catalyst class is: 357.